From a dataset of Full USPTO retrosynthesis dataset with 1.9M reactions from patents (1976-2016). Predict the reactants needed to synthesize the given product. (1) The reactants are: [C:1]([O:5][C:6](=[O:9])[NH:7][OH:8])([CH3:4])([CH3:3])[CH3:2].[CH:10]1[CH2:15][CH2:14][CH:13]=[CH:12][CH:11]=1. Given the product [CH:12]12[CH2:13][CH2:14][CH:15]([CH:10]=[CH:11]1)[O:8][N:7]2[C:6]([O:5][C:1]([CH3:4])([CH3:3])[CH3:2])=[O:9], predict the reactants needed to synthesize it. (2) Given the product [CH2:17]([S:14]([N:11]1[CH2:10][CH2:9][N:8]([C:5]2[N:4]=[C:3]([C:19]3[O:20][C:23]([C:25]4[CH:26]=[CH:27][CH:28]=[CH:29][CH:30]=4)=[CH:22][N:21]=3)[C:2]([NH2:1])=[N:7][CH:6]=2)[CH2:13][CH2:12]1)(=[O:15])=[O:16])[CH3:18], predict the reactants needed to synthesize it. The reactants are: [NH2:1][C:2]1[C:3]([C:19]([NH:21][CH2:22][C:23]([C:25]2[CH:30]=[CH:29][CH:28]=[CH:27][CH:26]=2)=O)=[O:20])=[N:4][C:5]([N:8]2[CH2:13][CH2:12][N:11]([S:14]([CH2:17][CH3:18])(=[O:16])=[O:15])[CH2:10][CH2:9]2)=[CH:6][N:7]=1.C([O-])(O)=O.[Na+]. (3) Given the product [NH2:13][C:4]1[C:5]([CH3:8])=[N:6][S:7][C:3]=1[NH:2][C:9](=[O:11])[CH3:10], predict the reactants needed to synthesize it. The reactants are: Cl.[NH2:2][C:3]1[S:7][N:6]=[C:5]([CH3:8])[CH:4]=1.[C:9](Cl)(=[O:11])[CH3:10].[N:13]1C=CC=CC=1.